From a dataset of Reaction yield outcomes from USPTO patents with 853,638 reactions. Predict the reaction yield, written as a fraction of the theoretical maximum amount of product (1.0 means a 100% yield; for example, 0.34 means a 34% yield). (1) The reactants are [CH3:1][C:2]([CH3:22])([CH3:21])[CH2:3][C:4]([NH:6][C:7]1[C:8]([CH3:20])=[C:9]([CH3:19])[C:10]2[O:14][C:13]([CH3:16])([CH3:15])[C:12](=[O:17])[C:11]=2[CH:18]=1)=[O:5]. The catalyst is C1COCC1.CCCCCC. The product is [OH:17][CH:12]1[C:11]2[CH:18]=[C:7]([NH:6][C:4](=[O:5])[CH2:3][C:2]([CH3:21])([CH3:1])[CH3:22])[C:8]([CH3:20])=[C:9]([CH3:19])[C:10]=2[O:14][C:13]1([CH3:16])[CH3:15]. The yield is 0.920. (2) The reactants are [Cl-].[CH3:2][O:3][C:4](=[O:14])[C:5]1[CH:13]=[CH:12][C:8]([C:9]([OH:11])=O)=[CH:7][CH:6]=1.[C:15]([O:19][C:20](=[O:29])[NH:21][C:22]1[CH:27]=[CH:26][CH:25]=[CH:24][C:23]=1[NH2:28])([CH3:18])([CH3:17])[CH3:16].C(N(CC)CC)C.O. The catalyst is ClCCl. The product is [C:15]([O:19][C:20]([NH:21][C:22]1[CH:27]=[CH:26][CH:25]=[CH:24][C:23]=1[NH:28][C:9](=[O:11])[C:8]1[CH:7]=[CH:6][C:5]([C:4]([O:3][CH3:2])=[O:14])=[CH:13][CH:12]=1)=[O:29])([CH3:18])([CH3:16])[CH3:17]. The yield is 0.990. (3) The product is [CH3:23][O:22][C:19]1[CH:20]=[CH:21][C:15]2[NH:14][C:13](=[O:24])[CH2:12][NH:11][CH2:17][C:16]=2[CH:18]=1. The reactants are C(OC([N:11]1[CH2:17][C:16]2[CH:18]=[C:19]([O:22][CH3:23])[CH:20]=[CH:21][C:15]=2[NH:14][C:13](=[O:24])[CH2:12]1)=O)C1C=CC=CC=1. The yield is 0.960. The catalyst is C(OCC)(=O)C.C(O)C.[Pd]. (4) The reactants are Br[C:2]1[CH:3]=[C:4]2[C:9](=[CH:10][CH:11]=1)[C:8]([O:12][Si:13]([CH:20]([CH3:22])[CH3:21])([CH:17]([CH3:19])[CH3:18])[CH:14]([CH3:16])[CH3:15])=[CH:7][CH:6]=[CH:5]2.C([Li])CCC.[Cl:28][CH2:29][C:30](N(OC)C)=[O:31]. The catalyst is O1CCCC1. The product is [Cl:28][CH2:29][C:30]([C:2]1[CH:11]=[CH:10][C:9]2[C:4](=[CH:5][CH:6]=[CH:7][C:8]=2[O:12][Si:13]([CH:14]([CH3:16])[CH3:15])([CH:20]([CH3:22])[CH3:21])[CH:17]([CH3:19])[CH3:18])[CH:3]=1)=[O:31]. The yield is 0.750. (5) The reactants are [CH3:1][O:2][C:3]1[CH:4]=[C:5]2[C:10](=[CH:11][C:12]=1[O:13][CH3:14])[N:9]=[CH:8][CH:7]=[C:6]2[O:15][C:16]1[CH:21]=[CH:20][C:19]([NH:22][C:23]([C:25]2([C:28]([OH:30])=O)[CH2:27][CH2:26]2)=[O:24])=[CH:18][CH:17]=1.[F:31][C:32]1[CH:39]=[CH:38][C:35]([CH2:36][NH2:37])=[CH:34][CH:33]=1.CCN(C(C)C)C(C)C.CN(C(ON1N=NC2C=CC=NC1=2)=[N+](C)C)C.F[P-](F)(F)(F)(F)F. The catalyst is CC(N(C)C)=O.O. The product is [CH3:1][O:2][C:3]1[CH:4]=[C:5]2[C:10](=[CH:11][C:12]=1[O:13][CH3:14])[N:9]=[CH:8][CH:7]=[C:6]2[O:15][C:16]1[CH:17]=[CH:18][C:19]([NH:22][C:23]([C:25]2([C:28]([NH:37][CH2:36][C:35]3[CH:38]=[CH:39][C:32]([F:31])=[CH:33][CH:34]=3)=[O:30])[CH2:27][CH2:26]2)=[O:24])=[CH:20][CH:21]=1. The yield is 0.350. (6) The reactants are C(OC([N:8]1[CH2:12][CH2:11][CH2:10][C@H:9]1[C@H:13]([O:19][CH3:20])[C@@H:14]([CH3:18])[C:15]([OH:17])=[O:16])=O)(C)(C)C.[ClH:21].O1CCOCC1. The catalyst is COC1CCCC1. The product is [ClH:21].[CH3:20][O:19][C@@H:13]([C@@H:9]1[CH2:10][CH2:11][CH2:12][NH:8]1)[C@@H:14]([CH3:18])[C:15]([OH:17])=[O:16]. The yield is 0.310. (7) The reactants are F[C:2]1[CH:7]=[CH:6][C:5]([C:8]2[O:9][C:10]([C:13]3[C:14]([C:21]4[CH:26]=[CH:25][CH:24]=[CH:23][CH:22]=4)=[N:15][O:16][C:17]=3[CH:18]3[CH2:20][CH2:19]3)=[N:11][N:12]=2)=[C:4]([O:27][CH3:28])[CH:3]=1.[NH:29]1[CH2:34][CH2:33][O:32][CH2:31][CH2:30]1. No catalyst specified. The product is [CH:18]1([C:17]2[O:16][N:15]=[C:14]([C:21]3[CH:26]=[CH:25][CH:24]=[CH:23][CH:22]=3)[C:13]=2[C:10]2[O:9][C:8]([C:5]3[CH:6]=[CH:7][C:2]([N:29]4[CH2:34][CH2:33][O:32][CH2:31][CH2:30]4)=[CH:3][C:4]=3[O:27][CH3:28])=[N:12][N:11]=2)[CH2:20][CH2:19]1. The yield is 0.590.